This data is from Peptide-MHC class I binding affinity with 185,985 pairs from IEDB/IMGT. The task is: Regression. Given a peptide amino acid sequence and an MHC pseudo amino acid sequence, predict their binding affinity value. This is MHC class I binding data. (1) The peptide sequence is RPMTYKAAV. The MHC is HLA-B07:02 with pseudo-sequence HLA-B07:02. The binding affinity (normalized) is 0.585. (2) The peptide sequence is GMFTNRYGSQ. The MHC is HLA-A32:01 with pseudo-sequence HLA-A32:01. The binding affinity (normalized) is 0. (3) The peptide sequence is EAFETQSGAL. The MHC is HLA-A02:03 with pseudo-sequence HLA-A02:03. The binding affinity (normalized) is 0.362.